From a dataset of Forward reaction prediction with 1.9M reactions from USPTO patents (1976-2016). Predict the product of the given reaction. The product is: [CH3:1][O:2][C:3]([C:5]1[C:6](=[O:17])[S:7][C:8]2[C:13]([C:14]=1[OH:15])=[CH:12][CH:11]=[C:10]([C:21]1[CH:22]=[CH:23][CH:24]=[CH:25][C:20]=1[C:19]([F:30])([F:29])[F:18])[CH:9]=2)=[O:4]. Given the reactants [CH3:1][O:2][C:3]([C:5]1[C:6](=[O:17])[S:7][C:8]2[C:13]([C:14]=1[OH:15])=[CH:12][CH:11]=[C:10](Br)[CH:9]=2)=[O:4].[F:18][C:19]([F:30])([F:29])[C:20]1[CH:25]=[CH:24][CH:23]=[CH:22][C:21]=1B(O)O, predict the reaction product.